From a dataset of NCI-60 drug combinations with 297,098 pairs across 59 cell lines. Regression. Given two drug SMILES strings and cell line genomic features, predict the synergy score measuring deviation from expected non-interaction effect. (1) Drug 1: CCCCCOC(=O)NC1=NC(=O)N(C=C1F)C2C(C(C(O2)C)O)O. Drug 2: CC1CCCC2(C(O2)CC(NC(=O)CC(C(C(=O)C(C1O)C)(C)C)O)C(=CC3=CSC(=N3)C)C)C. Cell line: NCI-H226. Synergy scores: CSS=36.9, Synergy_ZIP=3.71, Synergy_Bliss=4.01, Synergy_Loewe=-12.5, Synergy_HSA=2.58. (2) Drug 1: CNC(=O)C1=CC=CC=C1SC2=CC3=C(C=C2)C(=NN3)C=CC4=CC=CC=N4. Drug 2: CC1=C2C(C(=O)C3(C(CC4C(C3C(C(C2(C)C)(CC1OC(=O)C(C(C5=CC=CC=C5)NC(=O)C6=CC=CC=C6)O)O)OC(=O)C7=CC=CC=C7)(CO4)OC(=O)C)O)C)OC(=O)C. Cell line: SNB-19. Synergy scores: CSS=51.5, Synergy_ZIP=8.04, Synergy_Bliss=10.3, Synergy_Loewe=-26.7, Synergy_HSA=11.4. (3) Drug 1: CN(C(=O)NC(C=O)C(C(C(CO)O)O)O)N=O. Drug 2: CC12CCC3C(C1CCC2OP(=O)(O)O)CCC4=C3C=CC(=C4)OC(=O)N(CCCl)CCCl.[Na+]. Cell line: SNB-19. Synergy scores: CSS=3.27, Synergy_ZIP=0.305, Synergy_Bliss=3.34, Synergy_Loewe=-2.36, Synergy_HSA=-1.52. (4) Cell line: OVCAR-4. Drug 1: CN(C)C1=NC(=NC(=N1)N(C)C)N(C)C. Synergy scores: CSS=-0.162, Synergy_ZIP=1.72, Synergy_Bliss=1.41, Synergy_Loewe=-0.267, Synergy_HSA=-2.04. Drug 2: C1=CC(=CC=C1C#N)C(C2=CC=C(C=C2)C#N)N3C=NC=N3. (5) Drug 1: CN1CCC(CC1)COC2=C(C=C3C(=C2)N=CN=C3NC4=C(C=C(C=C4)Br)F)OC. Drug 2: C#CCC(CC1=CN=C2C(=N1)C(=NC(=N2)N)N)C3=CC=C(C=C3)C(=O)NC(CCC(=O)O)C(=O)O. Cell line: MDA-MB-435. Synergy scores: CSS=-0.0660, Synergy_ZIP=-1.10, Synergy_Bliss=-3.79, Synergy_Loewe=-9.64, Synergy_HSA=-5.97. (6) Drug 1: CN(C(=O)NC(C=O)C(C(C(CO)O)O)O)N=O. Drug 2: C1CCC(C(C1)N)N.C(=O)(C(=O)[O-])[O-].[Pt+4]. Cell line: HOP-62. Synergy scores: CSS=-8.78, Synergy_ZIP=-0.266, Synergy_Bliss=-9.37, Synergy_Loewe=-28.3, Synergy_HSA=-16.4. (7) Drug 1: CS(=O)(=O)CCNCC1=CC=C(O1)C2=CC3=C(C=C2)N=CN=C3NC4=CC(=C(C=C4)OCC5=CC(=CC=C5)F)Cl. Drug 2: C(=O)(N)NO. Cell line: NCI-H322M. Synergy scores: CSS=21.9, Synergy_ZIP=-7.16, Synergy_Bliss=-0.857, Synergy_Loewe=-23.9, Synergy_HSA=-2.54.